Predict which catalyst facilitates the given reaction. From a dataset of Catalyst prediction with 721,799 reactions and 888 catalyst types from USPTO. Reactant: [I:1][C:2]1[CH:7]=[CH:6][N:5]=[C:4]2[CH:8]=[N:9][NH:10][C:3]=12.[H-].[Na+].Cl[CH2:14][C:15]1[CH:20]=[CH:19][C:18]([O:21][CH3:22])=[CH:17][CH:16]=1.[Cl-].[NH4+]. Product: [I:1][C:2]1[CH:7]=[CH:6][N:5]=[C:4]2[CH:8]=[N:9][N:10]([CH2:14][C:15]3[CH:20]=[CH:19][C:18]([O:21][CH3:22])=[CH:17][CH:16]=3)[C:3]=12.[I:1][C:2]1[C:3]2[C:4](=[CH:8][N:9]([CH2:14][C:15]3[CH:20]=[CH:19][C:18]([O:21][CH3:22])=[CH:17][CH:16]=3)[N:10]=2)[N:5]=[CH:6][CH:7]=1. The catalyst class is: 3.